The task is: Predict the reactants needed to synthesize the given product.. This data is from Full USPTO retrosynthesis dataset with 1.9M reactions from patents (1976-2016). (1) Given the product [CH:7]1([O:11][C:13]2[N:21]=[C:20]3[C:16]([N:17]=[CH:18][N:19]3[CH:22]3[CH2:27][CH2:26][CH2:25][CH2:24][O:23]3)=[C:15]([NH2:28])[N:14]=2)[CH2:10][CH2:9][CH2:8]1, predict the reactants needed to synthesize it. The reactants are: CC(C)([O-])C.[Na+].[CH:7]1([OH:11])[CH2:10][CH2:9][CH2:8]1.F[C:13]1[N:21]=[C:20]2[C:16]([N:17]=[CH:18][N:19]2[CH:22]2[CH2:27][CH2:26][CH2:25][CH2:24][O:23]2)=[C:15]([NH2:28])[N:14]=1.COCCOC. (2) Given the product [Cl:1][C:2]1[CH:7]=[CH:6][C:5]([N:8]2[CH2:9][CH2:10][CH:11]([C:14]([OH:16])=[O:15])[CH2:12][CH2:13]2)=[CH:4][C:3]=1[NH:19][C@@H:20]([C:22]1[CH:27]=[CH:26][C:25]([Cl:28])=[CH:24][C:23]=1[Cl:29])[CH3:21], predict the reactants needed to synthesize it. The reactants are: [Cl:1][C:2]1[CH:7]=[CH:6][C:5]([N:8]2[CH2:13][CH2:12][CH:11]([C:14]([O:16]CC)=[O:15])[CH2:10][CH2:9]2)=[CH:4][C:3]=1[NH:19][C@@H:20]([C:22]1[CH:27]=[CH:26][C:25]([Cl:28])=[CH:24][C:23]=1[Cl:29])[CH3:21].C1COCC1.CCO.[OH-].[Na+].Cl. (3) Given the product [F:1][C:2]1[CH:7]=[CH:6][C:5]([C:8]2[N:9]=[C:10]3[N:14]([C:15]=2[C:16]2[CH:21]=[CH:20][N:19]=[C:18]([NH:26][CH2:27][C:28]([CH3:32])([CH3:31])[CH2:29][OH:30])[N:17]=2)[CH:13]=[CH:12][O:11]3)=[CH:4][CH:3]=1, predict the reactants needed to synthesize it. The reactants are: [F:1][C:2]1[CH:7]=[CH:6][C:5]([C:8]2[N:9]=[C:10]3[N:14]([C:15]=2[C:16]2[CH:21]=[CH:20][N:19]=[C:18](S(C)(=O)=O)[N:17]=2)[CH:13]=[CH:12][O:11]3)=[CH:4][CH:3]=1.[NH2:26][CH2:27][C:28]([CH3:32])([CH3:31])[CH2:29][OH:30].C(N(C(C)C)CC)(C)C. (4) Given the product [OH:9][N:8]=[C:7]([Cl:14])[C:6]1[CH:10]=[CH:11][C:3]([C:2]([F:12])([F:13])[F:1])=[CH:4][CH:5]=1, predict the reactants needed to synthesize it. The reactants are: [F:1][C:2]([F:13])([F:12])[C:3]1[CH:11]=[CH:10][C:6]([CH:7]=[N:8][OH:9])=[CH:5][CH:4]=1.[Cl:14]NC(=O)CCC(N)=O.Cl.ClN1C(=O)CCC1=O. (5) The reactants are: [C:1]1(B(O)O)[CH:6]=[CH:5][CH:4]=[CH:3][CH:2]=1.C(=O)([O-])[O-].[K+].[K+].[C:16]1([CH3:22])[CH:21]=[CH:20][CH:19]=[CH:18][CH:17]=1. Given the product [CH3:3][C:4]1([CH3:5])[C:18]2[CH:19]=[C:20]([C:1]3[CH:6]=[CH:5][CH:4]=[CH:3][CH:2]=3)[C:21]3[CH:2]=[CH:1][CH:6]=[CH:22][C:16]=3[C:17]=2[C:1]2[CH:6]=[CH:5][CH:4]=[CH:3][C:2]1=2, predict the reactants needed to synthesize it. (6) Given the product [CH3:18][N:19]([CH3:41])[CH2:20][CH2:21][NH:22][C:23]([C:25]1[NH:26][C:27]2[C:32]([C:33]=1[C:34]1[CH:39]=[CH:38][CH:37]=[CH:36][CH:35]=1)=[CH:31][C:30]([NH:40][C:9](=[O:11])[C:8]1[CH:7]=[CH:6][C:5]([C:1]([CH3:2])([CH3:3])[CH3:4])=[CH:13][CH:12]=1)=[CH:29][CH:28]=2)=[O:24], predict the reactants needed to synthesize it. The reactants are: [C:1]([C:5]1[CH:13]=[CH:12][C:8]([C:9]([OH:11])=O)=[CH:7][CH:6]=1)([CH3:4])([CH3:3])[CH3:2].S(Cl)(Cl)=O.[CH3:18][N:19]([CH3:41])[CH2:20][CH2:21][NH:22][C:23]([C:25]1[NH:26][C:27]2[C:32]([C:33]=1[C:34]1[CH:39]=[CH:38][CH:37]=[CH:36][CH:35]=1)=[CH:31][C:30]([NH2:40])=[CH:29][CH:28]=2)=[O:24].C(O)(=O)CC(CC(O)=O)(C(O)=O)O.C(=O)(O)[O-].[Na+]. (7) Given the product [NH2:1][C:2]1[N:3]=[C:4]([NH:17][CH:18]2[CH2:23][CH2:22][N:21]([S:24]([CH2:27][CH2:28][CH2:29][N:35]3[CH2:36][CH2:37][CH:32]([CH3:31])[CH2:33][CH2:34]3)(=[O:26])=[O:25])[CH2:20][CH2:19]2)[S:5][C:6]=1[C:7]([C:9]1[C:14]([F:15])=[CH:13][CH:12]=[CH:11][C:10]=1[F:16])=[O:8], predict the reactants needed to synthesize it. The reactants are: [NH2:1][C:2]1[N:3]=[C:4]([NH:17][CH:18]2[CH2:23][CH2:22][N:21]([S:24]([CH2:27][CH2:28][CH2:29]I)(=[O:26])=[O:25])[CH2:20][CH2:19]2)[S:5][C:6]=1[C:7]([C:9]1[C:14]([F:15])=[CH:13][CH:12]=[CH:11][C:10]=1[F:16])=[O:8].[CH3:31][CH:32]1[CH2:37][CH2:36][NH:35][CH2:34][CH2:33]1. (8) Given the product [CH3:1][N:2]([CH3:19])[CH2:3][CH2:4][O:5][C:6]1[N:7]=[CH:8][C:9]([NH2:16])=[CH:10][C:11]=1[C:12]([F:15])([F:13])[F:14], predict the reactants needed to synthesize it. The reactants are: [CH3:1][N:2]([CH3:19])[CH2:3][CH2:4][O:5][C:6]1[C:11]([C:12]([F:15])([F:14])[F:13])=[CH:10][C:9]([N+:16]([O-])=O)=[CH:8][N:7]=1.C(Cl)Cl.CO. (9) The reactants are: C(OC([N:8]1[CH2:13][CH2:12][C:11]([N:15]2[C:26]3[C:18](=[CH:19][N:20]=[C:21]4[C:25]=3[CH:24]=[CH:23][N:22]4[S:27]([C:30]3[CH:35]=[CH:34][CH:33]=[CH:32][CH:31]=3)(=[O:29])=[O:28])[NH:17][N:16]2C)([CH3:14])[CH2:10][CH2:9]1)=O)(C)(C)C. Given the product [C:30]1([S:27]([N:22]2[CH:23]=[CH:24][C:25]3[C:21]2=[N:20][CH:19]=[C:18]2[C:26]=3[N:15]([C:11]3([CH3:14])[CH2:12][CH2:13][NH:8][CH2:9][CH2:10]3)[N:16]=[N:17]2)(=[O:29])=[O:28])[CH:35]=[CH:34][CH:33]=[CH:32][CH:31]=1, predict the reactants needed to synthesize it.